Dataset: Full USPTO retrosynthesis dataset with 1.9M reactions from patents (1976-2016). Task: Predict the reactants needed to synthesize the given product. (1) Given the product [OH:14][C:13]1[CH:19]=[C:18]([C:17]([CH3:37])([CH3:16])[CH2:25][S:26][C:27]2[CH:32]=[CH:31][C:30]([C:33]([F:36])([F:35])[F:34])=[CH:29][CH:28]=2)[O:20][C:10](=[O:11])[C:9]=1[C:2]1[C:3]([CH3:8])=[CH:4][C:5]([CH3:7])=[CH:6][C:1]=1[CH3:15], predict the reactants needed to synthesize it. The reactants are: [C:1]1([CH3:15])[CH:6]=[C:5]([CH3:7])[CH:4]=[C:3]([CH3:8])[C:2]=1[C:9](=[C:13]=[O:14])[C:10](Cl)=[O:11].[CH3:16][C:17]([CH3:37])([CH2:25][S:26][C:27]1[CH:32]=[CH:31][C:30]([C:33]([F:36])([F:35])[F:34])=[CH:29][CH:28]=1)[C:18]([O:20][Si](C)(C)C)=[CH2:19]. (2) Given the product [CH2:24]([CH:12]1[CH2:13][C:14](=[O:23])[C:15]2[C:20](=[C:19]([CH3:21])[N:18]=[C:17]([CH3:22])[CH:16]=2)[NH:11]1)[CH3:25], predict the reactants needed to synthesize it. The reactants are: C(OC([N:11]1[C:20]2[C:15](=[CH:16][C:17]([CH3:22])=[N:18][C:19]=2[CH3:21])[C:14](=[O:23])[CH2:13][CH:12]1[CH2:24][CH3:25])=O)C1C=CC=CC=1.C([O-])=O.[NH4+].